Dataset: Catalyst prediction with 721,799 reactions and 888 catalyst types from USPTO. Task: Predict which catalyst facilitates the given reaction. (1) Reactant: [CH2:1]([O:8][C:9]1[C:14]2[CH2:15][CH:16]=[CH:17][C:18]3[C:19](=[CH:20][C:21]4[CH:22]=[C:23]([CH2:28][O:29][Si](C(C)(C)C)(C)C)[N:24]([CH3:27])[C:25]=4[CH:26]=3)[C:13]=2[N:12]([CH2:37][C:38]2[CH:43]=[CH:42][C:41]([O:44][CH3:45])=[CH:40][C:39]=2[O:46][CH3:47])[C:11](=[O:48])[C:10]=1[C:49]([O:51][CH3:52])=[O:50])[C:2]1[CH:7]=[CH:6][CH:5]=[CH:4][CH:3]=1.CCCC[N+](CCCC)(CCCC)CCCC.[F-]. Product: [CH2:1]([O:8][C:9]1[C:14]2[CH2:15][CH:16]=[CH:17][C:18]3[C:19](=[CH:20][C:21]4[CH:22]=[C:23]([CH2:28][OH:29])[N:24]([CH3:27])[C:25]=4[CH:26]=3)[C:13]=2[N:12]([CH2:37][C:38]2[CH:43]=[CH:42][C:41]([O:44][CH3:45])=[CH:40][C:39]=2[O:46][CH3:47])[C:11](=[O:48])[C:10]=1[C:49]([O:51][CH3:52])=[O:50])[C:2]1[CH:7]=[CH:6][CH:5]=[CH:4][CH:3]=1. The catalyst class is: 1. (2) Reactant: C(Cl)Cl.[Cl:4][C:5]1[CH:10]=[CH:9][C:8]([I:11])=[CH:7][C:6]=1[CH2:12][OH:13].C1C=C[NH+]=CC=1.[O-][Cr](Cl)(=O)=O. Product: [Cl:4][C:5]1[CH:10]=[CH:9][C:8]([I:11])=[CH:7][C:6]=1[CH:12]=[O:13]. The catalyst class is: 28.